This data is from Full USPTO retrosynthesis dataset with 1.9M reactions from patents (1976-2016). The task is: Predict the reactants needed to synthesize the given product. (1) Given the product [F:30][C:29]([F:32])([F:31])[CH2:28][O:15][C:12]1[CH:11]=[CH:10][C:9]([O:8][CH2:1][C:2]2[CH:3]=[CH:4][CH:5]=[CH:6][CH:7]=2)=[CH:14][CH:13]=1, predict the reactants needed to synthesize it. The reactants are: [CH2:1]([O:8][C:9]1[CH:14]=[CH:13][C:12]([OH:15])=[CH:11][CH:10]=1)[C:2]1[CH:7]=[CH:6][CH:5]=[CH:4][CH:3]=1.C(=O)([O-])[O-].[Cs+].[Cs+].FC(F)(F)S(O[CH2:28][C:29]([F:32])([F:31])[F:30])(=O)=O. (2) Given the product [ClH:1].[F:29][C:27]1[CH:26]=[C:5]([CH:4]=[C:3]([F:2])[CH:28]=1)[CH2:6][C@H:7]([NH:22][C:23](=[O:25])[CH3:24])[C@H:8]([OH:21])[C@H:9]1[CH2:14][CH2:13][C@@H:12]([O:15][CH2:16][CH2:17][CH2:18][CH2:19][CH3:20])[CH2:11][NH:10]1, predict the reactants needed to synthesize it. The reactants are: [ClH:1].[F:2][C:3]1[CH:4]=[C:5]([CH:26]=[C:27]([F:29])[CH:28]=1)[CH2:6][C@H:7]([NH:22][C:23](=[O:25])[CH3:24])[C@H:8]([OH:21])[C@H:9]1[CH2:14][CH2:13][C@@H:12]([O:15][CH2:16][CH2:17][CH2:18][CH:19]=[CH2:20])[CH2:11][NH:10]1.[H][H]. (3) Given the product [CH3:25][N:26]([CH2:27][CH2:28][CH2:29][CH2:30][S:31]([CH2:34][CH2:35][C:36]([F:37])([F:39])[F:38])(=[O:33])=[O:32])[CH2:2][CH2:3][CH2:4][CH2:5][CH2:6][C:7]1[C:13]2[CH:14]=[CH:15][C:16]([OH:18])=[CH:17][C:12]=2[CH2:11][CH2:10][CH2:9][C:8]=1[C:19]1[CH:24]=[CH:23][CH:22]=[CH:21][CH:20]=1, predict the reactants needed to synthesize it. The reactants are: Br[CH2:2][CH2:3][CH2:4][CH2:5][CH2:6][C:7]1[C:13]2[CH:14]=[CH:15][C:16]([OH:18])=[CH:17][C:12]=2[CH2:11][CH2:10][CH2:9][C:8]=1[C:19]1[CH:24]=[CH:23][CH:22]=[CH:21][CH:20]=1.[CH3:25][NH:26][CH2:27][CH2:28][CH2:29][CH2:30][S:31]([CH2:34][CH2:35][C:36]([F:39])([F:38])[F:37])(=[O:33])=[O:32]. (4) Given the product [Br:17][CH2:18][CH2:19][O:1][C:2]1[CH:7]=[CH:6][C:5]([C:8](=[O:10])[CH3:9])=[CH:4][CH:3]=1, predict the reactants needed to synthesize it. The reactants are: [OH:1][C:2]1[CH:7]=[CH:6][C:5]([C:8](=[O:10])[CH3:9])=[CH:4][CH:3]=1.C(=O)([O-])[O-].[K+].[K+].[Br:17][CH2:18][CH2:19]Br. (5) The reactants are: [F:1][C:2]1[CH:7]=[CH:6][C:5]([C:8](=O)[CH2:9][C:10]2[CH:14]=[CH:13][S:12][CH:11]=2)=[CH:4][CH:3]=1.[CH2:16]([O:18][C:19]1[CH:20]=[C:21]([CH:24]=[C:25]([N+:28]([O-:30])=[O:29])[C:26]=1[OH:27])[CH:22]=O)[CH3:17].[NH2:31][C:32]([NH2:34])=[O:33].Cl. Given the product [CH2:16]([O:18][C:19]1[CH:20]=[C:21]([CH:22]2[C:9]([C:10]3[CH:14]=[CH:13][S:12][CH:11]=3)=[C:8]([C:5]3[CH:6]=[CH:7][C:2]([F:1])=[CH:3][CH:4]=3)[NH:34][C:32](=[O:33])[NH:31]2)[CH:24]=[C:25]([N+:28]([O-:30])=[O:29])[C:26]=1[OH:27])[CH3:17], predict the reactants needed to synthesize it. (6) Given the product [N:16]([CH2:2][C@@H:3]1[O:7][C:6](=[O:8])[N:5]([C:9]2[CH:14]=[CH:13][C:12]([Cl:15])=[CH:11][N:10]=2)[CH2:4]1)=[N+:17]=[N-:18], predict the reactants needed to synthesize it. The reactants are: Cl[CH2:2][C@@H:3]1[O:7][C:6](=[O:8])[N:5]([C:9]2[CH:14]=[CH:13][C:12]([Cl:15])=[CH:11][N:10]=2)[CH2:4]1.[N-:16]=[N+:17]=[N-:18].[Na+]. (7) Given the product [Br:1][C:2]1[CH:3]=[C:4]([N:8]2[CH2:12][C:11]3([CH2:17][CH2:16][CH2:15][CH2:14][CH2:13]3)[N:10]([CH2:22][C:23]([NH:25][C:26]3[CH:31]=[CH:30][CH:29]=[C:28]([C:32]([F:33])([F:34])[F:35])[CH:27]=3)=[O:24])[C:9]2=[O:18])[CH:5]=[CH:6][CH:7]=1, predict the reactants needed to synthesize it. The reactants are: [Br:1][C:2]1[CH:3]=[C:4]([N:8]2[CH2:12][C:11]3([CH2:17][CH2:16][CH2:15][CH2:14][CH2:13]3)[NH:10][C:9]2=[O:18])[CH:5]=[CH:6][CH:7]=1.[H-].[Na+].Br[CH2:22][C:23]([NH:25][C:26]1[CH:31]=[CH:30][CH:29]=[C:28]([C:32]([F:35])([F:34])[F:33])[CH:27]=1)=[O:24]. (8) Given the product [Cl:1][C:2]1[N:3]=[C:4]([CH3:9])[CH:5]=[C:6]([C:21]2[CH:22]=[CH:23][C:18]([C:17]([F:28])([F:27])[F:16])=[CH:19][CH:20]=2)[N:7]=1, predict the reactants needed to synthesize it. The reactants are: [Cl:1][C:2]1[N:7]=[C:6](Cl)[CH:5]=[C:4]([CH3:9])[N:3]=1.C(=O)([O-])[O-].[Na+].[Na+].[F:16][C:17]([F:28])([F:27])[C:18]1[CH:23]=[CH:22][C:21](B(O)O)=[CH:20][CH:19]=1. (9) Given the product [NH2:1][C:2]1[C:11]2[CH:10]=[CH:9][C:8]([F:12])=[C:7]([C:22]3[CH:23]=[C:24]([O:27][CH3:28])[CH:25]=[CH:26][C:21]=3[F:20])[C:6]=2[N:5]=[C:4]2[CH2:14][N:15]([CH2:18][CH3:19])[C:16](=[O:17])[C:3]=12, predict the reactants needed to synthesize it. The reactants are: [NH2:1][C:2]1[C:11]2[CH:10]=[CH:9][C:8]([F:12])=[C:7](Br)[C:6]=2[N:5]=[C:4]2[CH2:14][N:15]([CH2:18][CH3:19])[C:16](=[O:17])[C:3]=12.[F:20][C:21]1[CH:26]=[CH:25][C:24]([O:27][CH3:28])=[CH:23][C:22]=1B(O)O.